From a dataset of Experimentally validated miRNA-target interactions with 360,000+ pairs, plus equal number of negative samples. Binary Classification. Given a miRNA mature sequence and a target amino acid sequence, predict their likelihood of interaction. (1) The miRNA is hsa-miR-4645-3p with sequence AGACAGUAGUUCUUGCCUGGUU. The protein sequence of the target gene is MEGESTLGVLSGFVLGALTFHHLNTDSDTEGFLLGEMKGEAKNSITDSQMDNVKVVYTIDIQKYIPCYRLFSFYNSLGEVNEHALKKVLSNVRKTVVGWYKFRRHSDQIMTFREQLLHRNLQTHLSSPELVFLLLTPSITTESCSTHCLEHALYKPQRGLFHRVPLVVTNLGMSDQLGYKTEPASCTSTVFSRAVRTHSSQFFNEDGSLKEVHKINEMYAAVQEELKSICQKVEQSEREVEKLLMDVNQLKEVRRTQQARATGAGEKNVQRNPQENILLCQALRTFFPESEVLHSCVISL.... Result: 0 (no interaction). (2) The miRNA is hsa-miR-6860 with sequence ACUGGGCAGGGCUGUGGUGAGU. The protein sequence of the target gene is MRCFFRWTKSFVTAPWSLIFILFTIQYEYGSGKKYGGPCGGRNCSVCQCFPEKGSRGHPGPLGPQGPIGPLGPLGPIGIPGEKGERGDSGSPGPPGEKGDKGPTGVPGFPGVDGVPGHPGPPGPRGKPGVDGYNGSRGDPGYPGERGAPGPGGPPGQPGENGEKGRSVYITGGVKGIQGDRGDPGPPGLPGSRGAQGSPGPMGHAGAPGLAGPIGHPGSPGLKGNPATGLKGQRGEPGEVGQRGPPGPTLLVQPPDLSIYKGEKGVKGMPGMIGPPGPPGRKGAPGVGIKGEKGIPGFPG.... Result: 0 (no interaction). (3) The miRNA is hsa-miR-584-5p with sequence UUAUGGUUUGCCUGGGACUGAG. The protein sequence of the target gene is MGAYKYIQELWRKKQSDVMRFLLRVRCWQYRQLSALHRAPRPTRPDKARRLGYKAKQGYVIYRIRVRRGGRKRPVPKGATYGKPVHHGVNQLKFARSLQSVAEERAGRHCGALRVLNSYWVGEDSTYKFFEVILIDPFHKAIRRNPDTQWITKPVHKHREMRGLTSAGRKSRGLGKGHKFHHTIGGSRRAAWRRRNTLQLHRYR. Result: 0 (no interaction).